This data is from Full USPTO retrosynthesis dataset with 1.9M reactions from patents (1976-2016). The task is: Predict the reactants needed to synthesize the given product. (1) Given the product [CH3:15][O:14][C:11]1[CH:10]=[CH:9][C:8]([C:6]2[N:7]=[C:2]([NH:28][C:29]3[CH:30]=[CH:31][C:32]([N:35]4[CH2:36][CH2:37][N:38]([C:41](=[O:43])[CH3:42])[CH2:39][CH2:40]4)=[CH:33][CH:34]=3)[C:3]3[NH:18][N:17]=[CH:16][C:4]=3[N:5]=2)=[CH:13][CH:12]=1, predict the reactants needed to synthesize it. The reactants are: Cl[C:2]1[C:3]2[C:4](=[CH:16][N:17](CC3C=CC(OC)=CC=3)[N:18]=2)[N:5]=[C:6]([C:8]2[CH:13]=[CH:12][C:11]([O:14][CH3:15])=[CH:10][CH:9]=2)[N:7]=1.[NH2:28][C:29]1[CH:34]=[CH:33][C:32]([N:35]2[CH2:40][CH2:39][N:38]([C:41](=[O:43])[CH3:42])[CH2:37][CH2:36]2)=[CH:31][CH:30]=1.Cl. (2) Given the product [Cl:1][C:2]1[CH:7]=[C:6]([Cl:12])[CH:5]=[C:4]([Cl:8])[N:3]=1, predict the reactants needed to synthesize it. The reactants are: [Cl:1][C:2]1[CH:7]=[CH:6][CH:5]=[C:4]([Cl:8])[N+:3]=1[O-].P(Cl)(Cl)([Cl:12])=O. (3) Given the product [Cl:1][C:2]1[CH:7]=[CH:6][CH:5]=[CH:4][C:3]=1[N:8]1[C:12]([C:13]2[CH:14]=[CH:15][C:16]([O:19][C:31]3[N:36]=[CH:35][CH:34]=[CH:33][N:32]=3)=[CH:17][CH:18]=2)=[CH:11][C:10]([C:20]([F:23])([F:21])[F:22])=[N:9]1, predict the reactants needed to synthesize it. The reactants are: [Cl:1][C:2]1[CH:7]=[CH:6][CH:5]=[CH:4][C:3]=1[N:8]1[C:12]([C:13]2[CH:18]=[CH:17][C:16]([OH:19])=[CH:15][CH:14]=2)=[CH:11][C:10]([C:20]([F:23])([F:22])[F:21])=[N:9]1.C([O-])([O-])=O.[Cs+].[Cs+].Cl[C:31]1[N:36]=[CH:35][CH:34]=[CH:33][N:32]=1. (4) Given the product [C:1]([O:5][C:6]([N:8]1[CH2:9][CH2:10][C:11]([C:14]2[CH:19]=[CH:18][CH:17]=[C:16]([C:20]3[CH:21]=[N:22][N:23]([CH3:25])[CH:24]=3)[CH:15]=2)([C:26]([OH:51])=[O:33])[CH2:12][CH2:13]1)=[O:7])([CH3:4])([CH3:3])[CH3:2], predict the reactants needed to synthesize it. The reactants are: [C:1]([O:5][C:6]([N:8]1[CH2:13][CH2:12][C:11]([C:26]#N)([C:14]2[CH:19]=[CH:18][CH:17]=[C:16]([C:20]3[CH:21]=[N:22][N:23]([CH3:25])[CH:24]=3)[CH:15]=2)[CH2:10][CH2:9]1)=[O:7])([CH3:4])([CH3:3])[CH3:2].S(=O)(=O)(O)O.[OH-:33].[Na+].C(OC(OC(C)(C)C)=O)(OC(C)(C)C)=O.Cl.[OH2:51]. (5) Given the product [NH2:11][C:8]1[N:9]=[CH:10][C:5]([C:3](=[O:4])[CH3:2])=[CH:6][CH:7]=1, predict the reactants needed to synthesize it. The reactants are: Br[CH2:2][C:3]([C:5]1[CH:6]=[CH:7][C:8]([NH:11]S(C2C=CC3OCCOC=3C=2)(=O)=O)=[N:9][CH:10]=1)=[O:4].C(C1C=CC(NS(C2C=CC3OCCOC=3C=2)(=O)=O)=NC=1)(=O)C.Br.C(O)(=O)C.[Br-].[Br-].[Br-].C1([N+](C)(C)C)C=CC=CC=1.C1([N+](C)(C)C)C=CC=CC=1.C1([N+](C)(C)C)C=CC=CC=1.